From a dataset of Forward reaction prediction with 1.9M reactions from USPTO patents (1976-2016). Predict the product of the given reaction. Given the reactants [F:1][C:2]([F:7])([F:6])[C:3]([OH:5])=[O:4].[CH2:8]([N:10]([CH2:12][C:13]1[S:17][CH:16]=[C:15]([C:18]2[CH:19]=[C:20]3[C:24](=[C:25]([C:27]([NH2:29])=[O:28])[CH:26]=2)[NH:23][CH:22]=[C:21]3[CH:30]2[CH2:35][CH2:34][N:33]([S:36]([CH2:39][CH3:40])(=[O:38])=[O:37])[CH2:32][CH2:31]2)[CH:14]=1)[CH3:11])[CH3:9].[CH3:41][NH:42][CH2:43][CH3:44], predict the reaction product. The product is: [F:1][C:2]([F:7])([F:6])[C:3]([OH:5])=[O:4].[CH2:39]([S:36]([N:33]1[CH2:34][CH2:35][CH:30]([C:21]2[C:20]3[C:24](=[C:25]([C:27]([NH2:29])=[O:28])[CH:26]=[C:18]([C:15]4[CH:14]=[C:13]([CH2:12][N:10]([CH3:11])[CH2:8][C:9]5[CH:2]=[CH:41][N:42]=[CH:43][CH:44]=5)[S:17][CH:16]=4)[CH:19]=3)[NH:23][CH:22]=2)[CH2:31][CH2:32]1)(=[O:37])=[O:38])[CH3:40].